Dataset: Forward reaction prediction with 1.9M reactions from USPTO patents (1976-2016). Task: Predict the product of the given reaction. Given the reactants [CH3:1][O:2][C:3]([C@@H:5]1[CH2:9][C:8]([C:10]([O:12][CH3:13])=[O:11])=[CH:7][NH:6]1)=[O:4], predict the reaction product. The product is: [CH3:1][O:2][C:3]([C@@H:5]1[CH2:9][CH:8]([C:10]([O:12][CH3:13])=[O:11])[CH2:7][NH:6]1)=[O:4].